The task is: Predict the reaction yield, written as a fraction of the theoretical maximum amount of product (1.0 means a 100% yield; for example, 0.34 means a 34% yield).. This data is from Reaction yield outcomes from USPTO patents with 853,638 reactions. (1) The reactants are S(Cl)([Cl:3])=O.CN(C)C=O.[N:10]1[CH:15]=[CH:14][CH:13]=[CH:12][C:11]=1[C:16]([OH:18])=O.[CH:19]([NH:22][CH:23]([CH3:25])[CH3:24])([CH3:21])[CH3:20]. The catalyst is C1(C)C=CC=CC=1.C(#N)C. The product is [Cl:3][C:13]1[CH:14]=[CH:15][N:10]=[C:11]([C:16]([N:22]([CH:23]([CH3:25])[CH3:24])[CH:19]([CH3:21])[CH3:20])=[O:18])[CH:12]=1. The yield is 0.636. (2) The reactants are C[O:2][C:3](=[O:24])[C:4]1[CH:9]=[CH:8][C:7]([C:10]([NH:12][CH2:13][C:14]2[CH:22]=[C:21]3[C:17]([CH:18]=[CH:19][NH:20]3)=[CH:16][CH:15]=2)=[O:11])=[CH:6][C:5]=1[Cl:23].O.[OH-].[Li+]. The catalyst is O1CCCC1.CO.O. The product is [Cl:23][C:5]1[CH:6]=[C:7]([C:10]([NH:12][CH2:13][C:14]2[CH:22]=[C:21]3[C:17]([CH:18]=[CH:19][NH:20]3)=[CH:16][CH:15]=2)=[O:11])[CH:8]=[CH:9][C:4]=1[C:3]([OH:24])=[O:2]. The yield is 0.990. (3) The reactants are [NH2:1][C:2]1[C:7]([NH2:8])=[CH:6][CH:5]=[CH:4][C:3]=1[OH:9].[OH-:10].[Na+].[CH3:12][O:13][C:14]1[CH:22]=[CH:21][C:17]([C:18](Cl)=[O:19])=[CH:16][CH:15]=1. The catalyst is C(Cl)Cl. The product is [CH3:12][O:13][C:14]1[CH:22]=[CH:21][C:17]([C:18]([O:10][O:9][C:3]2[CH:4]=[CH:5][CH:6]=[C:7]([NH:8][C:18](=[O:19])[C:17]3[CH:21]=[CH:22][C:14]([O:13][CH3:12])=[CH:15][CH:16]=3)[C:2]=2[NH:1][C:18](=[O:19])[C:17]2[CH:21]=[CH:22][C:14]([O:13][CH3:12])=[CH:15][CH:16]=2)=[O:19])=[CH:16][CH:15]=1. The yield is 0.740. (4) The reactants are [Br:1][C:2]1[CH:9]=[CH:8][C:7]([Cl:10])=[CH:6][C:3]=1[C:4]#[N:5].[CH:11]1([Mg]Br)[CH2:13][CH2:12]1.CO.[BH4-].[Na+]. The catalyst is C1COCC1.CCOC(C)=O.O. The product is [Br:1][C:2]1[CH:9]=[CH:8][C:7]([Cl:10])=[CH:6][C:3]=1[CH:4]([CH:11]1[CH2:13][CH2:12]1)[NH2:5]. The yield is 0.340.